Dataset: Peptide-MHC class I binding affinity with 185,985 pairs from IEDB/IMGT. Task: Regression. Given a peptide amino acid sequence and an MHC pseudo amino acid sequence, predict their binding affinity value. This is MHC class I binding data. (1) The peptide sequence is MPICMDVRAI. The MHC is HLA-B51:01 with pseudo-sequence HLA-B51:01. The binding affinity (normalized) is 0.926. (2) The peptide sequence is FLLMIVLQI. The MHC is HLA-A02:06 with pseudo-sequence HLA-A02:06. The binding affinity (normalized) is 0.495.